From a dataset of Peptide-MHC class II binding affinity with 134,281 pairs from IEDB. Regression. Given a peptide amino acid sequence and an MHC pseudo amino acid sequence, predict their binding affinity value. This is MHC class II binding data. (1) The peptide sequence is DEINAIFEENEVDIS. The MHC is DRB5_0101 with pseudo-sequence DRB5_0101. The binding affinity (normalized) is 0.422. (2) The peptide sequence is MPRSIGGPVSSHNHI. The MHC is HLA-DQA10601-DQB10402 with pseudo-sequence HLA-DQA10601-DQB10402. The binding affinity (normalized) is 0.329. (3) The peptide sequence is NPMTVFWSKMAQSMT. The MHC is DRB4_0101 with pseudo-sequence DRB4_0103. The binding affinity (normalized) is 0.237. (4) The peptide sequence is YDKFLANVSTPLTGK. The MHC is DRB1_0802 with pseudo-sequence DRB1_0802. The binding affinity (normalized) is 0.867. (5) The peptide sequence is YNNNEAFKVENGSAA. The MHC is DRB1_0405 with pseudo-sequence DRB1_0405. The binding affinity (normalized) is 0.164. (6) The peptide sequence is ITMLTNGQCQNITVV. The MHC is DRB1_1201 with pseudo-sequence DRB1_1201. The binding affinity (normalized) is 0.527.